Dataset: Retrosynthesis with 50K atom-mapped reactions and 10 reaction types from USPTO. Task: Predict the reactants needed to synthesize the given product. (1) Given the product FC(F)c1cc(-c2ccc(C(F)(F)F)cc2)nc(-c2cccc(Br)c2)n1, predict the reactants needed to synthesize it. The reactants are: FC(F)c1cc(-c2ccc(C(F)(F)F)cc2)nc(Cl)n1.OB(O)c1cccc(Br)c1. (2) Given the product Nc1ccc(Oc2ccc(Cl)c(NC(=O)C(F)(F)F)c2)nc1, predict the reactants needed to synthesize it. The reactants are: O=C(Nc1cc(Oc2ccc([N+](=O)[O-])cn2)ccc1Cl)C(F)(F)F. (3) Given the product CC#CCOc1ccc(C(=O)O)nc1, predict the reactants needed to synthesize it. The reactants are: CC#CCOc1ccc(C(=O)OC)nc1.